Predict the reaction yield, written as a fraction of the theoretical maximum amount of product (1.0 means a 100% yield; for example, 0.34 means a 34% yield). From a dataset of Reaction yield outcomes from USPTO patents with 853,638 reactions. The reactants are [Br:1][C:2]1[NH:10][C:9]2[C:4](=[N:5][C:6]([O:12][CH2:13][CH2:14][CH2:15][CH3:16])=[N:7][C:8]=2[NH2:11])[N:3]=1.C(=O)([O-])[O-].[K+].[K+].[C:23]([O:27][C:28]([N:30]1[CH2:35][CH2:34][O:33][CH:32]([CH2:36]OS(C)(=O)=O)[CH2:31]1)=[O:29])([CH3:26])([CH3:25])[CH3:24]. The catalyst is CN(C=O)C. The product is [Br:1][C:2]1[N:3]([CH2:36][CH:32]2[O:33][CH2:34][CH2:35][N:30]([C:28]([O:27][C:23]([CH3:24])([CH3:26])[CH3:25])=[O:29])[CH2:31]2)[C:4]2[C:9]([N:10]=1)=[C:8]([NH2:11])[N:7]=[C:6]([O:12][CH2:13][CH2:14][CH2:15][CH3:16])[N:5]=2. The yield is 0.610.